From a dataset of Reaction yield outcomes from USPTO patents with 853,638 reactions. Predict the reaction yield, written as a fraction of the theoretical maximum amount of product (1.0 means a 100% yield; for example, 0.34 means a 34% yield). (1) The reactants are [C:1]([O:5][C:6]([NH:8][C@:9]1([C:14]([O:16]CC)=[O:15])[CH2:11][C@H:10]1[CH:12]=[CH2:13])=[O:7])([CH3:4])([CH3:3])[CH3:2].O.[OH-].[Li+].CO.C1COCC1. The catalyst is O. The yield is 0.980. The product is [C:1]([O:5][C:6]([NH:8][C@:9]1([C:14]([OH:16])=[O:15])[CH2:11][C@H:10]1[CH:12]=[CH2:13])=[O:7])([CH3:4])([CH3:2])[CH3:3]. (2) The reactants are [Cl:1][C:2]1[CH:3]=[C:4]([C:8]2[O:12][N:11]=[C:10]([CH2:13][S:14][C:15]3[N:16]([CH3:26])[C:17]([C:20]4[CH:25]=[CH:24][N:23]=[CH:22][CH:21]=4)=[N:18][N:19]=3)[N:9]=2)[CH:5]=[CH:6][CH:7]=1.C1C=C(Cl)C=C(C(OO)=[O:35])C=1. The catalyst is ClCCl. The product is [Cl:1][C:2]1[CH:3]=[C:4]([C:8]2[O:12][N:11]=[C:10]([CH2:13][S:14][C:15]3[N:16]([CH3:26])[C:17]([C:20]4[CH:25]=[CH:24][N+:23]([O-:35])=[CH:22][CH:21]=4)=[N:18][N:19]=3)[N:9]=2)[CH:5]=[CH:6][CH:7]=1. The yield is 0.0800.